The task is: Predict the reactants needed to synthesize the given product.. This data is from Full USPTO retrosynthesis dataset with 1.9M reactions from patents (1976-2016). (1) Given the product [F:30][C:27]([F:28])([F:29])[C:24]1[CH:23]=[CH:22][C:21]([C:20]2[O:19][N:18]=[CH:17][C:16]=2[CH2:3][CH2:2][C:1]([OH:9])=[O:8])=[CH:26][CH:25]=1, predict the reactants needed to synthesize it. The reactants are: [C:1]([O:9]CC)(=[O:8])[CH2:2][C:3](OCC)=O.[H-].[Na+].ClC[C:16]1[CH:17]=[N:18][O:19][C:20]=1[C:21]1[CH:26]=[CH:25][C:24]([C:27]([F:30])([F:29])[F:28])=[CH:23][CH:22]=1.Cl. (2) Given the product [CH2:11]([O:10][C:4]1[CH:5]=[CH:6][C:7]([F:9])=[CH:8][C:3]=1[CH:1]1[CH2:2][C:25](=[O:26])[C:24]1([Cl:29])[Cl:23])[C:12]1[CH:13]=[CH:14][CH:15]=[CH:16][CH:17]=1, predict the reactants needed to synthesize it. The reactants are: [CH:1]([C:3]1[CH:8]=[C:7]([F:9])[CH:6]=[CH:5][C:4]=1[O:10][CH2:11][C:12]1[CH:17]=[CH:16][CH:15]=[CH:14][CH:13]=1)=[CH2:2].P(Cl)(Cl)(Cl)=O.[Cl:23][C:24]([Cl:29])(Cl)[C:25](Cl)=[O:26]. (3) Given the product [Cl:8][C:4]1[CH:5]=[CH:6][CH:7]=[C:2]([Cl:1])[C:3]=1[C:9]1[S:10][C:11]2[C:12]([N:18]3[C:20](=[O:21])[CH:19]4[CH:23]([CH2:24]4)[C:22]3=[O:25])=[N:13][CH:14]=[CH:15][C:16]=2[N:17]=1, predict the reactants needed to synthesize it. The reactants are: [Cl:1][C:2]1[CH:7]=[CH:6][CH:5]=[C:4]([Cl:8])[C:3]=1[C:9]1[S:10][C:11]2[C:12]([NH2:18])=[N:13][CH:14]=[CH:15][C:16]=2[N:17]=1.[CH:19]12[CH2:24][CH:23]1[C:22](=[O:25])[O:21][C:20]2=O. (4) The reactants are: Br[C:2]1[CH:13]=[CH:12][C:5]2[C:6](=[O:11])[NH:7][S:8](=[O:10])(=[O:9])[C:4]=2[CH:3]=1.[B:14]1([B:14]2[O:18][C:17]([CH3:20])([CH3:19])[C:16]([CH3:22])([CH3:21])[O:15]2)[O:18][C:17]([CH3:20])([CH3:19])[C:16]([CH3:22])([CH3:21])[O:15]1.CC([O-])=O.[K+]. Given the product [O:9]=[S:8]1(=[O:10])[C:4]2[CH:3]=[C:2]([B:14]3[O:18][C:17]([CH3:20])([CH3:19])[C:16]([CH3:22])([CH3:21])[O:15]3)[CH:13]=[CH:12][C:5]=2[C:6](=[O:11])[NH:7]1, predict the reactants needed to synthesize it. (5) Given the product [ClH:35].[S:31](=[O:34])(=[O:33])([O:29][C:25]1[CH:26]=[CH:27][CH:28]=[C:23]([C:21]2[N:20]=[CH:19][N:18]([C:16](=[O:17])[N:15]([CH:12]3[CH2:13][CH2:14][N:9]([CH2:2][C:3]4[CH:8]=[CH:7][CH:6]=[CH:5][CH:4]=4)[CH2:10][CH2:11]3)[CH3:30])[CH:22]=2)[CH:24]=1)[NH2:32], predict the reactants needed to synthesize it. The reactants are: Br.[CH2:2]([N:9]1[CH2:14][CH2:13][CH:12]([N:15]([CH3:30])[C:16]([N:18]2[CH:22]=[C:21]([C:23]3[CH:28]=[CH:27][CH:26]=[C:25]([OH:29])[CH:24]=3)[N:20]=[CH:19]2)=[O:17])[CH2:11][CH2:10]1)[C:3]1[CH:8]=[CH:7][CH:6]=[CH:5][CH:4]=1.[S:31]([Cl:35])(=[O:34])(=[O:33])[NH2:32]. (6) Given the product [OH:37][C:36]([CH3:38])([CH3:35])[CH:10]([C:11]1[CH:12]=[CH:13][C:14]([CH2:17][N:18]2[CH2:19][CH2:20][O:21][CH2:22][CH2:23]2)=[CH:15][CH:16]=1)[S:7]([NH2:6])(=[O:8])=[O:9], predict the reactants needed to synthesize it. The reactants are: COC1C=C(OC)C=CC=1C[NH:6][S:7]([CH2:10][C:11]1[CH:16]=[CH:15][C:14]([CH2:17][N:18]2[CH2:23][CH2:22][O:21][CH2:20][CH2:19]2)=[CH:13][CH:12]=1)(=[O:9])=[O:8].C([Li])CCC.[CH3:35][C:36]([CH3:38])=[O:37].FC(F)(F)C(O)=O. (7) The reactants are: C([O:8][C:9]1[CH:10]=[C:11]([NH:15][C:16](=[O:28])[C@@H:17]([N:19]([CH3:27])[C:20](=[O:26])[O:21][C:22]([CH3:25])([CH3:24])[CH3:23])[CH3:18])[CH:12]=[CH:13][CH:14]=1)C1C=CC=CC=1. Given the product [OH:8][C:9]1[CH:10]=[C:11]([NH:15][C:16](=[O:28])[C@@H:17]([N:19]([CH3:27])[C:20](=[O:26])[O:21][C:22]([CH3:23])([CH3:25])[CH3:24])[CH3:18])[CH:12]=[CH:13][CH:14]=1, predict the reactants needed to synthesize it. (8) The reactants are: [CH3:1][O:2][C:3]([C:5]1[N:6]([CH2:25][CH:26](OC)[O:27]C)[CH:7]=[C:8]([C:20]([O:22][CH2:23][CH3:24])=[O:21])[C:9](=[O:19])[C:10]=1[O:11][CH2:12][C:13]1[CH:18]=[CH:17][CH:16]=[CH:15][CH:14]=1)=[O:4].S(=O)(=O)(O)O. Given the product [CH3:1][O:2][C:3]([C:5]1[N:6]([CH2:25][CH:26]=[O:27])[CH:7]=[C:8]([C:20]([O:22][CH2:23][CH3:24])=[O:21])[C:9](=[O:19])[C:10]=1[O:11][CH2:12][C:13]1[CH:18]=[CH:17][CH:16]=[CH:15][CH:14]=1)=[O:4], predict the reactants needed to synthesize it. (9) Given the product [OH:21][C:15]1[CH:20]=[CH:19][C:18]([C:4]23[CH2:13][CH:8]4[CH2:9][CH:10]([CH2:12][C:6]([C:4]5[CH:13]=[CH:8][C:7]([OH:1])=[CH:6][CH:5]=5)([CH2:7]4)[CH2:5]2)[CH2:11]3)=[CH:17][CH:16]=1, predict the reactants needed to synthesize it. The reactants are: [OH-:1].[Na+].Br[C:4]12[CH2:13][CH:8]3[CH2:9][CH:10]([CH2:12][C:6](Br)([CH2:7]3)[CH2:5]1)[CH2:11]2.[C:15]1([OH:21])[CH:20]=[CH:19][CH:18]=[CH:17][CH:16]=1.[Br-].[Br-].[Br-].[Al+3]. (10) Given the product [Br:1][C:2]1[C:10]2[O:9][C:8]([CH3:12])([CH3:11])[CH:7]([N:25]([CH3:26])[CH3:24])[C:6]=2[C:5]([CH3:14])=[C:4]([NH:15][C:16](=[O:22])[O:17][C:18]([CH3:21])([CH3:20])[CH3:19])[C:3]=1[CH3:23], predict the reactants needed to synthesize it. The reactants are: [Br:1][C:2]1[C:10]2[O:9][C:8]([CH3:12])([CH3:11])[CH:7](O)[C:6]=2[C:5]([CH3:14])=[C:4]([NH:15][C:16](=[O:22])[O:17][C:18]([CH3:21])([CH3:20])[CH3:19])[C:3]=1[CH3:23].[CH3:24][NH:25][CH3:26].